From a dataset of Forward reaction prediction with 1.9M reactions from USPTO patents (1976-2016). Predict the product of the given reaction. (1) The product is: [Cl:38][C:39]1[CH:40]=[CH:41][C:42]([N:45]2[CH:49]=[CH:48][C:47]([O:28][CH2:27]/[CH:26]=[C:25](\[Sn:24]([CH2:20][CH2:21][CH2:22][CH3:23])([CH2:30][CH2:31][CH2:32][CH3:33])[CH2:34][CH2:35][CH2:36][CH3:37])/[CH3:29])=[N:46]2)=[CH:43][CH:44]=1. Given the reactants C1(P(C2C=CC=CC=2)C2C=CC=CC=2)C=CC=CC=1.[CH2:20]([Sn:24]([CH2:34][CH2:35][CH2:36][CH3:37])([CH2:30][CH2:31][CH2:32][CH3:33])/[C:25](/[CH3:29])=[CH:26]\[CH2:27][OH:28])[CH2:21][CH2:22][CH3:23].[Cl:38][C:39]1[CH:44]=[CH:43][C:42]([N:45]2[CH:49]=[CH:48][C:47](O)=[N:46]2)=[CH:41][CH:40]=1, predict the reaction product. (2) Given the reactants Br[CH2:2][C:3]1[NH:8][C:7]([C:9]2[S:10][CH:11]=[CH:12][N:13]=2)=[N:6][CH:5]([C:14]2[CH:19]=[CH:18][C:17]([F:20])=[CH:16][C:15]=2[Cl:21])[C:4]=1[C:22]([O:24][CH2:25][CH3:26])=[O:23].Cl.[NH:28]1[CH2:33][CH2:32][O:31][CH:30]([C:34]([OH:36])=[O:35])[CH2:29]1, predict the reaction product. The product is: [Cl:21][C:15]1[CH:16]=[C:17]([F:20])[CH:18]=[CH:19][C:14]=1[CH:5]1[N:6]=[C:7]([C:9]2[S:10][CH:11]=[CH:12][N:13]=2)[NH:8][C:3]([CH2:2][N:28]2[CH2:33][CH2:32][O:31][CH:30]([C:34]([OH:36])=[O:35])[CH2:29]2)=[C:4]1[C:22]([O:24][CH2:25][CH3:26])=[O:23]. (3) Given the reactants S(=O)(=O)(O)O.[F:6][C:7]1[CH:12]=[CH:11][C:10]([CH2:13][C:14]([OH:16])=[O:15])=[CH:9][CH:8]=1.[CH3:17]O, predict the reaction product. The product is: [F:6][C:7]1[CH:8]=[CH:9][C:10]([CH2:13][C:14]([O:16][CH3:17])=[O:15])=[CH:11][CH:12]=1. (4) The product is: [C:11]([C:8]1([C:5]2[CH:4]=[CH:3][C:2]([NH:1][C:13]([N:29]3[CH2:30][C@H:25]([CH3:24])[N:26]([C:32]4[CH:39]=[C:38]([O:40][CH3:41])[C:35]([C:36]#[N:37])=[C:34]([F:42])[CH:33]=4)[CH2:27][C@H:28]3[CH3:31])=[O:14])=[CH:7][CH:6]=2)[CH2:9][CH2:10]1)#[N:12]. Given the reactants [NH2:1][C:2]1[CH:7]=[CH:6][C:5]([C:8]2([C:11]#[N:12])[CH2:10][CH2:9]2)=[CH:4][CH:3]=1.[C:13](=O)(OC1C=CC=CC=1)[O:14]Cl.[CH3:24][C@H:25]1[CH2:30][NH:29][C@H:28]([CH3:31])[CH2:27][N:26]1[C:32]1[CH:39]=[C:38]([O:40][CH3:41])[C:35]([C:36]#[N:37])=[C:34]([F:42])[CH:33]=1, predict the reaction product. (5) The product is: [Cl:16][C:5]1[C:4]2[C:8](=[CH:9][CH:10]=[C:2]([F:1])[CH:3]=2)[NH:7][C:6]=1[C:11]([O:13][CH2:14][CH3:15])=[O:12]. Given the reactants [F:1][C:2]1[CH:3]=[C:4]2[C:8](=[CH:9][CH:10]=1)[NH:7][C:6]([C:11]([O:13][CH2:14][CH3:15])=[O:12])=[CH:5]2.[Cl:16]N1C(=O)CCC1=O, predict the reaction product. (6) Given the reactants [NH2:1][C:2]1[CH:19]=[CH:18][C:5]([O:6][C@@H:7]2[CH2:12][CH2:11][C@H:10]([C:13]([O:15][CH2:16][CH3:17])=[O:14])[CH2:9][CH2:8]2)=[C:4]([F:20])[C:3]=1[NH:21][C:22]([C:24]1[O:25][C:26]([NH:29][C:30]2[CH:35]=[CH:34][C:33]([F:36])=[CH:32][CH:31]=2)=[N:27][N:28]=1)=O.C(O)(=O)C, predict the reaction product. The product is: [F:20][C:4]1[C:3]2[NH:21][C:22]([C:24]3[O:25][C:26]([NH:29][C:30]4[CH:35]=[CH:34][C:33]([F:36])=[CH:32][CH:31]=4)=[N:27][N:28]=3)=[N:1][C:2]=2[CH:19]=[CH:18][C:5]=1[O:6][C@@H:7]1[CH2:12][CH2:11][C@H:10]([C:13]([O:15][CH2:16][CH3:17])=[O:14])[CH2:9][CH2:8]1. (7) Given the reactants [N:1]1([C:7]2[N:15]=[C:14]3[C:10]([N:11](COCC[Si](C)(C)C)[C:12]([C:16]([C:18]4[CH:19]=[C:20]([CH3:24])[CH:21]=[CH:22][CH:23]=4)=[O:17])=[N:13]3)=[C:9]([N:33]3[CH2:38][CH2:37][O:36][CH2:35][CH2:34]3)[N:8]=2)[CH2:6][CH2:5][O:4][CH2:3][CH2:2]1, predict the reaction product. The product is: [N:1]1([C:7]2[N:15]=[C:14]3[C:10]([NH:11][C:12]([C:16]([C:18]4[CH:19]=[C:20]([CH3:24])[CH:21]=[CH:22][CH:23]=4)=[O:17])=[N:13]3)=[C:9]([N:33]3[CH2:38][CH2:37][O:36][CH2:35][CH2:34]3)[N:8]=2)[CH2:6][CH2:5][O:4][CH2:3][CH2:2]1.